This data is from Reaction yield outcomes from USPTO patents with 853,638 reactions. The task is: Predict the reaction yield, written as a fraction of the theoretical maximum amount of product (1.0 means a 100% yield; for example, 0.34 means a 34% yield). (1) The reactants are [F:1][C:2]1[CH:3]=[C:4]([C:8]2([CH2:21][CH2:22][CH2:23][N:24]3[CH2:28][CH2:27][CH2:26][CH2:25]3)[CH2:13][CH2:12][N:11]([C:14](OC(C)(C)C)=[O:15])[CH2:10][CH2:9]2)[CH:5]=[CH:6][CH:7]=1.C(O)(C(F)(F)F)=O.[Cl:36][C:37]1[CH:42]=[CH:41][CH:40]=[C:39]([CH3:43])[C:38]=1[S:44]([N:47]([CH2:51][CH2:52][O:53][CH2:54]C(O)=O)[CH:48]1[CH2:50][CH2:49]1)(=[O:46])=[O:45].CCN=C=NCCCN(C)C.C1C=CC2N(O)N=NC=2C=1.CCN(C(C)C)C(C)C. The catalyst is ClCCl. The product is [Cl:36][C:37]1[CH:42]=[CH:41][CH:40]=[C:39]([CH3:43])[C:38]=1[S:44]([N:47]([CH:48]1[CH2:50][CH2:49]1)[CH2:51][CH2:52][O:53][CH2:54][C:14]([N:11]1[CH2:10][CH2:9][C:8]([C:4]2[CH:5]=[CH:6][CH:7]=[C:2]([F:1])[CH:3]=2)([CH2:21][CH2:22][CH2:23][N:24]2[CH2:25][CH2:26][CH2:27][CH2:28]2)[CH2:13][CH2:12]1)=[O:15])(=[O:46])=[O:45]. The yield is 0.300. (2) The reactants are [N:1]1[CH:6]=[CH:5][CH:4]=[CH:3][C:2]=1[C:7]1[CH2:8][CH2:9][N:10]([CH2:13][CH2:14][CH2:15][NH2:16])[CH2:11][CH:12]=1. The yield is 0.910. The product is [NH2:16][CH2:15][CH2:14][CH2:13][N:10]1[CH2:11][CH2:12][CH:7]([C:2]2[CH:3]=[CH:4][CH:5]=[CH:6][N:1]=2)[CH2:8][CH2:9]1. The catalyst is [OH-].[OH-].[Pd+2].CO.